This data is from Forward reaction prediction with 1.9M reactions from USPTO patents (1976-2016). The task is: Predict the product of the given reaction. (1) The product is: [CH3:12][C@H:9]1[C:10](=[O:11])[NH:6][CH2:7][C@@H:8]1[C:13]([OH:15])=[O:14]. Given the reactants COC1C=C(OC)C=CC=1C[N:6]1[C:10](=[O:11])[C@H:9]([CH3:12])[C@@H:8]([C:13]([OH:15])=[O:14])[CH2:7]1.C1(OC)C=CC=CC=1, predict the reaction product. (2) Given the reactants Cl.[NH2:2][C:3]1[CH:12]=[C:11]([C:13]2[C:22]3[C:17](=[CH:18][C:19]([O:28][CH2:29][CH3:30])=[C:20]4[O:25][C:24]([CH3:27])([CH3:26])[CH2:23][C:21]4=3)[CH2:16][C:15]([CH3:32])([CH3:31])[N:14]=2)[CH:10]=[CH:9][C:4]=1[C:5]([O:7][CH3:8])=[O:6].Cl.[C:34](Cl)(=[O:41])[C:35]1[CH:40]=[CH:39][N:38]=[CH:37][CH:36]=1, predict the reaction product. The product is: [CH2:29]([O:28][C:19]1[CH:18]=[C:17]2[C:22](=[C:21]3[CH2:23][C:24]([CH3:27])([CH3:26])[O:25][C:20]=13)[C:13]([C:11]1[CH:10]=[CH:9][C:4]([C:5]([O:7][CH3:8])=[O:6])=[C:3]([NH:2][C:34]([C:35]3[CH:40]=[CH:39][N:38]=[CH:37][CH:36]=3)=[O:41])[CH:12]=1)=[N:14][C:15]([CH3:31])([CH3:32])[CH2:16]2)[CH3:30]. (3) Given the reactants O=[C:2]1[C:7]2[CH:8]=[C:9]([C:11]3[CH:16]=[CH:15][CH:14]=[CH:13][CH:12]=3)[O:10][C:6]=2[C:5]([C:17]#[N:18])=[CH:4][NH:3]1.O=P(Cl)(Cl)[Cl:21], predict the reaction product. The product is: [Cl:21][C:2]1[C:7]2[CH:8]=[C:9]([C:11]3[CH:16]=[CH:15][CH:14]=[CH:13][CH:12]=3)[O:10][C:6]=2[C:5]([C:17]#[N:18])=[CH:4][N:3]=1. (4) Given the reactants [C:1]([NH:8][CH2:9][CH2:10][NH2:11])([O:3][C:4]([CH3:7])([CH3:6])[CH3:5])=[O:2].[S:12](N)([NH2:15])(=[O:14])=[O:13], predict the reaction product. The product is: [C:4]([O:3][C:1]([NH:8][CH2:9][CH2:10][NH:11][S:12](=[O:14])(=[O:13])[NH2:15])=[O:2])([CH3:5])([CH3:6])[CH3:7]. (5) Given the reactants Cl[C:2]1[CH:7]=[CH:6][C:5]([NH:8][C:9]2[CH:14]=[CH:13][C:12]([S:15]([CH3:18])(=[O:17])=[O:16])=[CH:11][C:10]=2[C:19]2[C:20]3[CH:29]=[C:28]([C:30]4[CH:31]=[N:32][N:33]([CH3:35])[CH:34]=4)[N:27](S(C4C=CC(C)=CC=4)(=O)=O)[C:21]=3[C:22](=[O:26])[N:23]([CH3:25])[CH:24]=2)=[CH:4][CH:3]=1.[OH-].[Na+].O.[ClH:49], predict the reaction product. The product is: [Cl:49][C:4]1[CH:3]=[CH:2][CH:7]=[CH:6][C:5]=1[NH:8][C:9]1[CH:14]=[CH:13][C:12]([S:15]([CH3:18])(=[O:17])=[O:16])=[CH:11][C:10]=1[C:19]1[C:20]2[CH:29]=[C:28]([C:30]3[CH:31]=[N:32][N:33]([CH3:35])[CH:34]=3)[NH:27][C:21]=2[C:22](=[O:26])[N:23]([CH3:25])[CH:24]=1. (6) Given the reactants [NH2:1][C:2]1[CH:3]=[C:4]([C:23]([CH3:26])([CH3:25])[CH3:24])[S:5][C:6]=1[C:7]([N:9]1[CH2:14][CH2:13][N:12]([CH2:15][CH2:16][N:17]([CH3:19])[CH3:18])[C:11](=[O:20])[C:10]1([CH3:22])[CH3:21])=[O:8].[Cl:27][C:28]1[C:29]([Cl:37])=[C:30]([N:34]=[C:35]=[O:36])[CH:31]=[CH:32][CH:33]=1.C1COCC1, predict the reaction product. The product is: [C:23]([C:4]1[S:5][C:6]([C:7]([N:9]2[CH2:14][CH2:13][N:12]([CH2:15][CH2:16][N:17]([CH3:18])[CH3:19])[C:11](=[O:20])[C:10]2([CH3:21])[CH3:22])=[O:8])=[C:2]([NH:1][C:35]([NH:34][C:30]2[CH:31]=[CH:32][CH:33]=[C:28]([Cl:27])[C:29]=2[Cl:37])=[O:36])[CH:3]=1)([CH3:26])([CH3:25])[CH3:24]. (7) Given the reactants [CH2:1]([C:3]1[C:8](B2OC(C)(C)C(C)(C)O2)=[CH:7][CH:6]=[CH:5][C:4]=1[CH:18]1[CH2:23][CH2:22][N:21]([C:24]([O:26][C:27]([CH3:30])([CH3:29])[CH3:28])=[O:25])[CH2:20][CH2:19]1)[CH3:2].Br[C:32]1[N:36]=[C:35]([C:37]2[CH:38]=[CH:39][C:40]([CH2:45][CH:46]([CH3:48])[CH3:47])=[C:41]([CH:44]=2)[C:42]#[N:43])[S:34][N:33]=1.P([O-])([O-])([O-])=O.[K+].[K+].[K+], predict the reaction product. The product is: [C:42]([C:41]1[CH:44]=[C:37]([C:35]2[S:34][N:33]=[C:32]([C:8]3[C:3]([CH2:1][CH3:2])=[C:4]([CH:18]4[CH2:19][CH2:20][N:21]([C:24]([O:26][C:27]([CH3:29])([CH3:30])[CH3:28])=[O:25])[CH2:22][CH2:23]4)[CH:5]=[CH:6][CH:7]=3)[N:36]=2)[CH:38]=[CH:39][C:40]=1[CH2:45][CH:46]([CH3:48])[CH3:47])#[N:43]. (8) The product is: [NH2:5][C:6]1[N:11]=[CH:10][C:9](/[CH:12]=[CH:13]/[C:14]([N:18]([CH2:19][C:20]2[NH:21][C:22]3[C:27]([CH:28]=2)=[CH:26][CH:25]=[CH:24][CH:23]=3)[CH3:17])=[O:16])=[CH:8][CH:7]=1. Given the reactants C(Cl)CCl.[NH2:5][C:6]1[N:11]=[CH:10][C:9]([CH:12]=[CH:13][C:14]([OH:16])=O)=[CH:8][CH:7]=1.[CH3:17][NH:18][CH2:19][C:20]1[NH:21][C:22]2[C:27]([CH:28]=1)=[CH:26][CH:25]=[CH:24][CH:23]=2.C1C=CC2N(O)N=NC=2C=1.O.C(N(C(C)C)CC)(C)C, predict the reaction product.